This data is from Forward reaction prediction with 1.9M reactions from USPTO patents (1976-2016). The task is: Predict the product of the given reaction. (1) Given the reactants [N+:1]([C:4]1[C:5]([CH:14]([OH:16])[CH3:15])=[CH:6][CH:7]=[C:8]2[C:13]=1[N:12]=[CH:11][CH:10]=[CH:9]2)([O-])=O, predict the reaction product. The product is: [NH2:1][C:4]1[C:5]([C:14](=[O:16])[CH3:15])=[CH:6][CH:7]=[C:8]2[C:13]=1[N:12]=[CH:11][CH:10]=[CH:9]2. (2) The product is: [Br:27][C:24]1[CH:25]=[CH:26][C:21]([CH2:20][NH:19][C:18]([C:10]2[CH:11]=[C:12]([N+:15]([O-:17])=[O:16])[CH:13]=[CH:14][C:9]=2[O:8][CH2:7][C:6]([OH:30])=[O:5])=[O:29])=[C:22]([F:28])[CH:23]=1. Given the reactants C([O:5][C:6](=[O:30])[CH2:7][O:8][C:9]1[CH:14]=[CH:13][C:12]([N+:15]([O-:17])=[O:16])=[CH:11][C:10]=1[C:18](=[O:29])[NH:19][CH2:20][C:21]1[CH:26]=[CH:25][C:24]([Br:27])=[CH:23][C:22]=1[F:28])(C)(C)C.FC(F)(F)C(O)=O, predict the reaction product. (3) The product is: [C:25]([C:27]1[CH:28]=[C:29]([CH:35]=[CH:36][CH:37]=1)[C:30]([NH:32][C:33]1[N:12]([CH2:13][CH2:14][CH2:15][O:16][CH3:17])[C:3]2=[N:4][CH:5]=[C:6]([C:7]([O:9][CH3:10])=[O:8])[CH:11]=[C:2]2[N:1]=1)=[O:31])#[N:26]. Given the reactants [NH2:1][C:2]1[C:3]([NH:12][CH2:13][CH2:14][CH2:15][O:16][CH3:17])=[N:4][CH:5]=[C:6]([CH:11]=1)[C:7]([O:9][CH3:10])=[O:8].C(N(CC)CC)C.[C:25]([C:27]1[CH:28]=[C:29]([CH:35]=[CH:36][CH:37]=1)[C:30]([N:32]=[C:33]=S)=[O:31])#[N:26].C(Cl)CCl, predict the reaction product. (4) The product is: [F:1][C:2]1[CH:7]=[CH:6][C:5]([CH2:8][C:9]2[CH:18]=[C:17]3[C:12]([C:13]([OH:25])=[C:14]([C:20]([NH:30][CH:27]([CH3:26])[CH2:28][OH:29])=[O:21])[C:15](=[O:19])[NH:16]3)=[N:11][CH:10]=2)=[CH:4][CH:3]=1. Given the reactants [F:1][C:2]1[CH:7]=[CH:6][C:5]([CH2:8][C:9]2[CH:18]=[C:17]3[C:12]([C:13]([OH:25])=[C:14]([C:20](OCC)=[O:21])[C:15](=[O:19])[NH:16]3)=[N:11][CH:10]=2)=[CH:4][CH:3]=1.[CH3:26][CH:27]([NH2:30])[CH2:28][OH:29], predict the reaction product. (5) Given the reactants [NH:1]1[CH2:6][CH2:5][CH2:4][C@@H:3]([C:7]([OH:9])=[O:8])[CH2:2]1.C(=O)(O)[O-].[Na+].Cl[C:16]([O:18][CH2:19][C:20]1[CH:25]=[CH:24][CH:23]=[CH:22][CH:21]=1)=[O:17], predict the reaction product. The product is: [CH2:19]([O:18][C:16]([N:1]1[CH2:6][CH2:5][CH2:4][C@@H:3]([C:7]([OH:9])=[O:8])[CH2:2]1)=[O:17])[C:20]1[CH:25]=[CH:24][CH:23]=[CH:22][CH:21]=1. (6) Given the reactants FC(F)(F)C(O)=O.[Cl:8][C:9]1[C:18]2[C:13](=[CH:14][CH:15]=[C:16]([C:19]([OH:37])([C:31]3[N:35]([CH3:36])[N:34]=[N:33][CH:32]=3)[CH:20]3[CH2:23][N:22](C(OC(C)(C)C)=O)[CH2:21]3)[CH:17]=2)[N:12]=[C:11]([CH2:38][CH3:39])[C:10]=1[CH2:40][C:41]1[CH:46]=[CH:45][C:44]([C:47]([F:50])([F:49])[F:48])=[CH:43][CH:42]=1.C(N(CC)CC)C.[CH3:58][S:59](Cl)(=[O:61])=[O:60], predict the reaction product. The product is: [Cl:8][C:9]1[C:18]2[C:13](=[CH:14][CH:15]=[C:16]([C:19]([C:31]3[N:35]([CH3:36])[N:34]=[N:33][CH:32]=3)([CH:20]3[CH2:23][N:22]([S:59]([CH3:58])(=[O:61])=[O:60])[CH2:21]3)[OH:37])[CH:17]=2)[N:12]=[C:11]([CH2:38][CH3:39])[C:10]=1[CH2:40][C:41]1[CH:46]=[CH:45][C:44]([C:47]([F:50])([F:49])[F:48])=[CH:43][CH:42]=1. (7) Given the reactants Cl[C:2]1[C:11]2[C:6](=[CH:7][C:8]([O:14][CH2:15][CH2:16][CH2:17][N:18]3[CH2:23][CH2:22][O:21][CH2:20][CH2:19]3)=[C:9]([O:12][CH3:13])[CH:10]=2)[N:5]=[CH:4][N:3]=1.[NH2:24][C:25]1[C:30]2[O:31][CH2:32][O:33][C:29]=2[C:28]([C:34]#[C:35][CH2:36][NH:37][C:38]([N:40]2[CH2:45][CH2:44][O:43][CH2:42][CH2:41]2)=[O:39])=[CH:27][C:26]=1[Cl:46].C[Si]([N-][Si](C)(C)C)(C)C.[Na+], predict the reaction product. The product is: [Cl:46][C:26]1[CH:27]=[C:28]([C:34]#[C:35][CH2:36][NH:37][C:38]([N:40]2[CH2:41][CH2:42][O:43][CH2:44][CH2:45]2)=[O:39])[C:29]2[O:33][CH2:32][O:31][C:30]=2[C:25]=1[NH:24][C:2]1[C:11]2[C:6](=[CH:7][C:8]([O:14][CH2:15][CH2:16][CH2:17][N:18]3[CH2:23][CH2:22][O:21][CH2:20][CH2:19]3)=[C:9]([O:12][CH3:13])[CH:10]=2)[N:5]=[CH:4][N:3]=1. (8) Given the reactants [CH3:1][O:2][C:3]1[CH:8]=[CH:7][C:6]([C:9]([C:36]2[CH:41]=[CH:40][C:39]([O:42][CH3:43])=[CH:38][CH:37]=2)([C:30]2[CH:35]=[CH:34][CH:33]=[CH:32][CH:31]=2)[NH:10][C:11]2[O:12][C@H:13]([C:26]([F:29])([F:28])[F:27])[CH2:14][C@:15]([C:18]3[CH:23]=[C:22](I)[CH:21]=[CH:20][C:19]=3[F:25])([CH3:17])[N:16]=2)=[CH:5][CH:4]=1.C[Si]([C:48]#[C:49][C:50]1[CH:51]=[CH:52][C:53]([C:56]#[N:57])=[N:54][CH:55]=1)(C)C, predict the reaction product. The product is: [CH3:1][O:2][C:3]1[CH:8]=[CH:7][C:6]([C:9]([C:36]2[CH:41]=[CH:40][C:39]([O:42][CH3:43])=[CH:38][CH:37]=2)([NH:10][C:11]2[O:12][C@H:13]([C:26]([F:29])([F:28])[F:27])[CH2:14][C@:15]([C:18]3[CH:23]=[C:22]([C:48]#[C:49][C:50]4[CH:51]=[CH:52][C:53]([C:56]#[N:57])=[N:54][CH:55]=4)[CH:21]=[CH:20][C:19]=3[F:25])([CH3:17])[N:16]=2)[C:30]2[CH:35]=[CH:34][CH:33]=[CH:32][CH:31]=2)=[CH:5][CH:4]=1. (9) Given the reactants [Cl:1][C:2]1[CH:7]=[CH:6][CH:5]=[CH:4][C:3]=1[C:8]1[C:14]2[CH:15]=[C:16]([C:28]#[N:29])[C:17]([O:19][CH2:20][CH2:21][N:22]([CH2:24][CH2:25][O:26][CH3:27])[CH3:23])=[CH:18][C:13]=2[NH:12][C:11](=S)[CH2:10][N:9]=1.CO[C:33](OC)([N:35](C)C)[CH3:34].[NH2:40]N, predict the reaction product. The product is: [Cl:1][C:2]1[CH:7]=[CH:6][CH:5]=[CH:4][C:3]=1[C:8]1[C:14]2[CH:15]=[C:16]([C:28]#[N:29])[C:17]([O:19][CH2:20][CH2:21][N:22]([CH2:24][CH2:25][O:26][CH3:27])[CH3:23])=[CH:18][C:13]=2[N:12]=[C:11]2[NH:40][NH:35][C:33]([CH3:34])=[C:10]2[N:9]=1. (10) The product is: [CH:16]1([N:13]2[C:6]3[N:7]=[C:8]([S:11][CH3:12])[N:9]=[CH:10][C:5]=3[CH:4]=[C:3]([CH2:2][O:31][CH2:30][CH2:29][O:28][CH3:27])[C:14]2=[O:15])[CH2:20][CH2:19][CH2:18][CH2:17]1. Given the reactants Br[CH2:2][C:3]1[C:14](=[O:15])[N:13]([CH:16]2[CH2:20][CH2:19][CH2:18][CH2:17]2)[C:6]2[N:7]=[C:8]([S:11][CH3:12])[N:9]=[CH:10][C:5]=2[CH:4]=1.C(=O)([O-])[O-].[K+].[K+].[CH3:27][O:28][CH2:29][CH2:30][OH:31], predict the reaction product.